Dataset: Full USPTO retrosynthesis dataset with 1.9M reactions from patents (1976-2016). Task: Predict the reactants needed to synthesize the given product. (1) Given the product [NH3:11].[CH3:34][O:33][C:26]1[CH:27]=[CH:28][CH:29]=[C:30]([O:31][CH3:32])[C:25]=1[CH2:24][NH:23][C:21](=[O:22])[CH2:20][C:16]1[CH:17]=[CH:18][CH:19]=[C:14]([CH2:13][C@H:12]([NH:11][CH2:10][C@H:9]([OH:8])[C:36]2[CH:41]=[CH:40][C:39]([OH:42])=[C:38]([CH2:43][OH:44])[CH:37]=2)[CH3:35])[CH:15]=1, predict the reactants needed to synthesize it. The reactants are: [Si]([O:8][C@H:9]([C:36]1[CH:41]=[CH:40][C:39]([OH:42])=[C:38]([CH2:43][OH:44])[CH:37]=1)[CH2:10][NH:11][C@H:12]([CH3:35])[CH2:13][C:14]1[CH:15]=[C:16]([CH2:20][C:21]([NH:23][CH2:24][C:25]2[C:30]([O:31][CH3:32])=[CH:29][CH:28]=[CH:27][C:26]=2[O:33][CH3:34])=[O:22])[CH:17]=[CH:18][CH:19]=1)(C(C)(C)C)(C)C.C(O)(=O)C.[F-].[NH4+]. (2) Given the product [F:3][C:4]([F:17])([F:16])[CH2:5][O:6][CH2:7][C:8]1[CH:9]=[CH:10][C:11]([C:14]([OH:19])=[O:1])=[N:12][CH:13]=1, predict the reactants needed to synthesize it. The reactants are: [OH-:1].[K+].[F:3][C:4]([F:17])([F:16])[CH2:5][O:6][CH2:7][C:8]1[CH:9]=[CH:10][C:11]([C:14]#N)=[N:12][CH:13]=1.Cl.[OH2:19]. (3) Given the product [CH3:14][O:13][C:6]1[CH:7]=[CH:8][C:9]([N+:10]([O-:12])=[O:11])=[C:4]2[C:5]=1[CH2:15][N:19]([CH3:18])[C:3]2=[O:2], predict the reactants needed to synthesize it. The reactants are: C[O:2][C:3](=O)[C:4]1[C:9]([N+:10]([O-:12])=[O:11])=[CH:8][CH:7]=[C:6]([O:13][CH3:14])[C:5]=1[CH2:15]Br.[CH3:18][NH2:19]. (4) Given the product [F:20][C:21]([F:34])([F:33])[S:22]([O:1][C:2]1[C:10]2[N:9]=[C:8]([CH2:11][O:12][C:13]3[CH:18]=[CH:17][C:16]([Cl:19])=[CH:15][CH:14]=3)[N:7]([S:22]([C:21]([F:20])([F:33])[F:34])(=[O:23])=[O:24])[C:6]=2[CH:5]=[CH:4][CH:3]=1)(=[O:24])=[O:23], predict the reactants needed to synthesize it. The reactants are: [OH:1][C:2]1[C:10]2[NH:9][C:8]([CH2:11][O:12][C:13]3[CH:18]=[CH:17][C:16]([Cl:19])=[CH:15][CH:14]=3)=[N:7][C:6]=2[CH:5]=[CH:4][CH:3]=1.[F:20][C:21]([F:34])([F:33])[S:22](O[S:22]([C:21]([F:34])([F:33])[F:20])(=[O:24])=[O:23])(=[O:24])=[O:23]. (5) Given the product [C:28]1([CH3:38])[CH:29]=[CH:30][C:31]([S:34]([OH:37])(=[O:35])=[O:36])=[CH:32][CH:33]=1.[CH2:1]([O:3][C:4]([C:6]12[CH2:13][CH2:12][C:9]([NH:14][CH2:15][C:16]([N:18]3[CH2:22][C@@H:21]([F:23])[CH2:20][C@H:19]3[C:24]([NH2:26])=[O:25])=[O:17])([CH2:10][CH2:11]1)[CH2:8][CH2:7]2)=[O:5])[CH3:2], predict the reactants needed to synthesize it. The reactants are: [CH2:1]([O:3][C:4]([C:6]12[CH2:13][CH2:12][C:9]([NH:14][CH2:15][C:16]([N:18]3[CH2:22][C@@H:21]([F:23])[CH2:20][C@H:19]3[C:24]([NH2:26])=[O:25])=[O:17])([CH2:10][CH2:11]1)[CH2:8][CH2:7]2)=[O:5])[CH3:2].O.[C:28]1([CH3:38])[CH:33]=[CH:32][C:31]([S:34]([OH:37])(=[O:36])=[O:35])=[CH:30][CH:29]=1. (6) The reactants are: [C:1]([N:3]=[S:4]([C:6]1[CH:23]=[CH:22][C:9]([CH2:10][N:11]2[C:19](=[O:20])[C:18]3[C:13](=[CH:14][CH:15]=[CH:16][CH:17]=3)[C:12]2=[O:21])=[CH:8][CH:7]=1)[CH3:5])#[N:2].C(=O)([O-])[O-:25].[K+].[K+].ClC1C=C(C=CC=1)C(OO)=O.[O-]S([O-])(=S)=O.[Na+].[Na+]. Given the product [C:1]([N:3]=[S:4]([C:6]1[CH:23]=[CH:22][C:9]([CH2:10][N:11]2[C:19](=[O:20])[C:18]3[C:13](=[CH:14][CH:15]=[CH:16][CH:17]=3)[C:12]2=[O:21])=[CH:8][CH:7]=1)([CH3:5])=[O:25])#[N:2], predict the reactants needed to synthesize it.